This data is from Antibody paratope prediction from SAbDab with 1,023 antibody chains. The task is: Token-level Classification. Given an antibody amino acid sequence, predict which amino acid positions are active in antigen binding. Output is a list of indices for active paratope positions. (1) Given the antibody sequence: QVQLQESGGGLVQPGGSMKLSCVASGFTFSNYWMNWVRQSPEKGLEWVAEIRLKSNNYATHYAESVKGRFTISRDDSKSSVYLQMNNLRAEDTGIYYCTGVGQFAYWGQGTTVTVSA, which amino acid positions are active in antigen binding (paratope)? The paratope positions are: [52, 53, 54, 85, 86, 87]. (2) Given the antibody sequence: EVKLEESGGGLVQPGGSMKLSCAASGFTFSDAWMDWVRQSPEKGLEWVAEIRSKVNNHAIHYAESVKGRFTVSRDDSKSSVYLQMNSLRAEDTGIYYCSGWSFLYWGQGTLVTVSA, which amino acid positions are active in antigen binding (paratope)? The paratope positions are: [52, 53, 54, 85, 86, 87]. (3) Given the antibody sequence: QVQLQQSGPELVRPGVSVKISCKGSGYTFIDEALHWVKQSHAESLEWIGVIRPYSGETNYNQKFKDKATMTVDISSSTAYLELARLTSEDSAIYYCARDWERGDFFDYWGQGTLVTVSS, which amino acid positions are active in antigen binding (paratope)? The paratope positions are: [52, 83, 84, 85, 104, 105]. (4) Given the antibody sequence: QVQLQQSGAELVKPGASVRMSCKASGYTFTNYNMYWVKQSPGQGLEWIGIFYPGNGDTSYNQKFKDKATLTADKSSNTAYMQLSSLTSEDSAVYYCARSGGSYRYDGGFDYWGQGTTVTVSS, which amino acid positions are active in antigen binding (paratope)? The paratope positions are: [52, 83, 84, 85, 104, 105, 106, 107, 108]. (5) Given the antibody sequence: DIQMTQSPSSLSASVGDRVTITCRASQSVSSAVAWYQQKPGKAPKLLIYSASSLYSGVPSRFSGSRSGTDFTLTISSLQPEDFATYYCQQWAVHSLITFGQGTKVEIK, which amino acid positions are active in antigen binding (paratope)? The paratope positions are: [95]. (6) The paratope positions are: [30, 31, 32, 33]. Given the antibody sequence: DIVLTQSPASLAVSLGQRATISCRASESVDDYGISFMNWFQQKPGQPPKLLIYTASSQGSGVPARFSGSGSGTDFSLNIHPMEEDDTAMYFCQQSKEVPYTFGGGTKLEIK, which amino acid positions are active in antigen binding (paratope)? (7) Given the antibody sequence: QEQLEESGGGLVQPEGSLTLTCKASGFSFSAIAMCWVRQAPGKGLEWIGCIATDTGSTYYANWAKGRFTISNPSSTTVTLQMTSLTAADTATYFCARNFYLWGPGTLVTVSS, which amino acid positions are active in antigen binding (paratope)? The paratope positions are: [52, 82, 83, 84].